This data is from Peptide-MHC class I binding affinity with 185,985 pairs from IEDB/IMGT. The task is: Regression. Given a peptide amino acid sequence and an MHC pseudo amino acid sequence, predict their binding affinity value. This is MHC class I binding data. (1) The peptide sequence is FMNEDHWFSR. The MHC is HLA-A32:01 with pseudo-sequence HLA-A32:01. The binding affinity (normalized) is 0.181. (2) The peptide sequence is KYFVRSTEK. The MHC is HLA-A01:01 with pseudo-sequence HLA-A01:01. The binding affinity (normalized) is 0.0847. (3) The peptide sequence is MFWKLPPWL. The MHC is HLA-A02:11 with pseudo-sequence HLA-A02:11. The binding affinity (normalized) is 0.756. (4) The peptide sequence is IELPQRETWTV. The MHC is H-2-Kk with pseudo-sequence H-2-Kk. The binding affinity (normalized) is 0.420. (5) The peptide sequence is RPRCAYLPF. The MHC is HLA-B38:01 with pseudo-sequence HLA-B38:01. The binding affinity (normalized) is 0.0847. (6) The peptide sequence is FGSGWTWVV. The MHC is HLA-A11:01 with pseudo-sequence HLA-A11:01. The binding affinity (normalized) is 0.0847. (7) The peptide sequence is VGYVDDTQF. The MHC is HLA-A01:01 with pseudo-sequence HLA-A01:01. The binding affinity (normalized) is 0.0847. (8) The peptide sequence is LPRERFRKT. The MHC is HLA-B39:01 with pseudo-sequence HLA-B39:01. The binding affinity (normalized) is 0.0847. (9) The peptide sequence is MKWMMAMKY. The MHC is HLA-A02:03 with pseudo-sequence HLA-A02:03. The binding affinity (normalized) is 0.0847. (10) The peptide sequence is MPFAWQFGF. The MHC is HLA-B15:01 with pseudo-sequence HLA-B15:01. The binding affinity (normalized) is 0.0847.